Dataset: Full USPTO retrosynthesis dataset with 1.9M reactions from patents (1976-2016). Task: Predict the reactants needed to synthesize the given product. (1) Given the product [F:27][C:21]([F:28])([N:18]1[CH:19]=[CH:20][C:16]([S:13](=[O:15])(=[O:14])[NH:12][C:3]2[C:2]([NH:29][C:30]3[CH:41]=[C:40]([O:42][CH3:43])[CH:39]=[C:38]([O:44][CH3:45])[C:31]=3[O:32][CH2:33][CH2:34][CH:35]([OH:37])[CH3:36])=[N:11][C:10]3[C:5](=[CH:6][CH:7]=[CH:8][CH:9]=3)[N:4]=2)=[N:17]1)[C:22]([N:24]([CH3:26])[CH3:25])=[O:23], predict the reactants needed to synthesize it. The reactants are: Cl[C:2]1[C:3]([NH:12][S:13]([C:16]2[CH:20]=[CH:19][N:18]([C:21]([F:28])([F:27])[C:22]([N:24]([CH3:26])[CH3:25])=[O:23])[N:17]=2)(=[O:15])=[O:14])=[N:4][C:5]2[C:10]([N:11]=1)=[CH:9][CH:8]=[CH:7][CH:6]=2.[NH2:29][C:30]1[CH:41]=[C:40]([O:42][CH3:43])[CH:39]=[C:38]([O:44][CH3:45])[C:31]=1[O:32][CH2:33][CH2:34][CH:35]([OH:37])[CH3:36]. (2) Given the product [NH2:30][C:18]1[N:17]=[C:16]([NH:15][CH2:14][CH2:13][CH2:12][NH:11][C:9](=[O:10])[NH:8][C:5]2[CH:6]=[CH:7][C:2]([Cl:1])=[CH:3][CH:4]=2)[CH:21]=[C:20]([C:22]2[CH:27]=[CH:26][CH:25]=[C:24]([CH3:28])[C:23]=2[CH3:29])[N:19]=1, predict the reactants needed to synthesize it. The reactants are: [Cl:1][C:2]1[CH:7]=[CH:6][C:5]([N:8]=[C:9]=[O:10])=[CH:4][CH:3]=1.[NH2:11][CH2:12][CH2:13][CH2:14][NH:15][C:16]1[CH:21]=[C:20]([C:22]2[CH:27]=[CH:26][CH:25]=[C:24]([CH3:28])[C:23]=2[CH3:29])[N:19]=[C:18]([NH2:30])[N:17]=1. (3) Given the product [F:1][CH2:24][C@@H:22]([OH:23])[C@@H:20]([OH:21])[C@H:18]([OH:19])[C:15](=[O:16])[CH2:14][OH:13], predict the reactants needed to synthesize it. The reactants are: [F-:1].[Cs+].C(O)(CC)(C)C.[F-].C[O-].[Na+].[OH:13][CH2:14][C:15]1([O:23][C@H:22]([CH2:24]O)[C@@H:20]([OH:21])[C@@H:18]1[OH:19])[O:16]C. (4) The reactants are: [F:1][C:2]1([F:30])[CH2:7][CH2:6][N:5]([C:8]([C:10]2[NH:11][C:12]3[C:17]([CH:18]=2)=[CH:16][C:15]([C:19]([N:21]2[CH2:26][CH2:25][N:24]([CH:27]([CH3:29])[CH3:28])[CH2:23][CH2:22]2)=[O:20])=[CH:14][CH:13]=3)=[O:9])[CH2:4][CH2:3]1.[F:31][C:32]([F:43])([F:42])[C:33]1[CH:38]=[CH:37][C:36](B(O)O)=[CH:35][CH:34]=1.N1C=CC=CC=1. Given the product [F:30][C:2]1([F:1])[CH2:7][CH2:6][N:5]([C:8]([C:10]2[N:11]([C:36]3[CH:37]=[CH:38][C:33]([C:32]([F:43])([F:42])[F:31])=[CH:34][CH:35]=3)[C:12]3[C:17]([CH:18]=2)=[CH:16][C:15]([C:19]([N:21]2[CH2:22][CH2:23][N:24]([CH:27]([CH3:28])[CH3:29])[CH2:25][CH2:26]2)=[O:20])=[CH:14][CH:13]=3)=[O:9])[CH2:4][CH2:3]1, predict the reactants needed to synthesize it. (5) Given the product [ClH:22].[F:1][C:2]1[CH:3]=[CH:4][C:5]2[N:16]=[C:14]([NH2:15])[C:13]3[CH:12]=[CH:11][S:10][C:9]=3[NH:8][C:6]=2[CH:7]=1, predict the reactants needed to synthesize it. The reactants are: [F:1][C:2]1[CH:3]=[CH:4][C:5]([N+:16]([O-])=O)=[C:6]([NH:8][C:9]2[S:10][CH:11]=[CH:12][C:13]=2[C:14]#[N:15])[CH:7]=1.O.O.[Sn](Cl)[Cl:22]. (6) Given the product [Br:1][C:2]1[CH:22]=[CH:21][C:5]([CH2:6][C:7]2[C:8]([CH3:20])=[N:9][C:10]3[N:11]([N:14]=[CH:15][C:16]=3[C:17]([NH:27][CH2:26][CH2:25][O:24][CH3:23])=[O:18])[C:12]=2[CH3:13])=[CH:4][CH:3]=1, predict the reactants needed to synthesize it. The reactants are: [Br:1][C:2]1[CH:22]=[CH:21][C:5]([CH2:6][C:7]2[C:8]([CH3:20])=[N:9][C:10]3[N:11]([N:14]=[CH:15][C:16]=3[C:17](O)=[O:18])[C:12]=2[CH3:13])=[CH:4][CH:3]=1.[CH3:23][O:24][CH2:25][CH2:26][NH2:27].